Dataset: TCR-epitope binding with 47,182 pairs between 192 epitopes and 23,139 TCRs. Task: Binary Classification. Given a T-cell receptor sequence (or CDR3 region) and an epitope sequence, predict whether binding occurs between them. (1) The epitope is RLQSLQTYV. The TCR CDR3 sequence is CASSEITPHYRGGYEQYF. Result: 0 (the TCR does not bind to the epitope). (2) The epitope is RAKFKQLL. The TCR CDR3 sequence is CSARGGTGELNEQFF. Result: 1 (the TCR binds to the epitope). (3) The epitope is FLNGSCGSV. The TCR CDR3 sequence is CASSLASYEQYF. Result: 1 (the TCR binds to the epitope). (4) The epitope is LLLGIGILV. The TCR CDR3 sequence is CSARDHEGSNYGYTF. Result: 1 (the TCR binds to the epitope).